From a dataset of NCI-60 drug combinations with 297,098 pairs across 59 cell lines. Regression. Given two drug SMILES strings and cell line genomic features, predict the synergy score measuring deviation from expected non-interaction effect. (1) Cell line: CCRF-CEM. Drug 2: CC(C)(C#N)C1=CC(=CC(=C1)CN2C=NC=N2)C(C)(C)C#N. Drug 1: CC1OCC2C(O1)C(C(C(O2)OC3C4COC(=O)C4C(C5=CC6=C(C=C35)OCO6)C7=CC(=C(C(=C7)OC)O)OC)O)O. Synergy scores: CSS=46.6, Synergy_ZIP=-0.748, Synergy_Bliss=-2.53, Synergy_Loewe=-9.07, Synergy_HSA=-1.40. (2) Drug 1: C1=CC(=CC=C1CCC2=CNC3=C2C(=O)NC(=N3)N)C(=O)NC(CCC(=O)O)C(=O)O. Drug 2: CCCCC(=O)OCC(=O)C1(CC(C2=C(C1)C(=C3C(=C2O)C(=O)C4=C(C3=O)C=CC=C4OC)O)OC5CC(C(C(O5)C)O)NC(=O)C(F)(F)F)O. Cell line: HL-60(TB). Synergy scores: CSS=23.9, Synergy_ZIP=-2.35, Synergy_Bliss=-10.4, Synergy_Loewe=-22.7, Synergy_HSA=-9.79. (3) Drug 1: C1CN1P(=S)(N2CC2)N3CC3. Drug 2: CN(C(=O)NC(C=O)C(C(C(CO)O)O)O)N=O. Cell line: SK-MEL-5. Synergy scores: CSS=-0.739, Synergy_ZIP=-1.11, Synergy_Bliss=1.25, Synergy_Loewe=-4.43, Synergy_HSA=-1.18.